From a dataset of Reaction yield outcomes from USPTO patents with 853,638 reactions. Predict the reaction yield, written as a fraction of the theoretical maximum amount of product (1.0 means a 100% yield; for example, 0.34 means a 34% yield). (1) The reactants are [CH3:1][C:2]1[O:6][C:5]([C:7]2[CH:12]=[CH:11][CH:10]=[CH:9][CH:8]=2)=[N:4][C:3]=1[CH2:13][O:14][C:15]1[CH:38]=[CH:37][C:18]([CH2:19][C:20]2[NH:21][C:22]([CH2:31][CH2:32][C:33]([O:35]C)=[O:34])=[C:23]([C:25]3[CH:30]=[CH:29][CH:28]=[CH:27][CH:26]=3)[N:24]=2)=[CH:17][CH:16]=1.O.[OH-].[Li+].O1CCCC1.Cl. The catalyst is CO.O. The product is [CH3:1][C:2]1[O:6][C:5]([C:7]2[CH:8]=[CH:9][CH:10]=[CH:11][CH:12]=2)=[N:4][C:3]=1[CH2:13][O:14][C:15]1[CH:16]=[CH:17][C:18]([CH2:19][C:20]2[NH:21][C:22]([CH2:31][CH2:32][C:33]([OH:35])=[O:34])=[C:23]([C:25]3[CH:26]=[CH:27][CH:28]=[CH:29][CH:30]=3)[N:24]=2)=[CH:37][CH:38]=1. The yield is 0.540. (2) The reactants are [O:1]1[CH2:5][CH2:4][CH:3]([CH2:6][OH:7])[CH2:2]1.[C:8]1([CH3:18])[CH:13]=[CH:12][C:11]([S:14](Cl)(=[O:16])=[O:15])=[CH:10][CH:9]=1.O. The catalyst is C(Cl)Cl.N1C=CC=CC=1. The product is [O:1]1[CH2:5][CH2:4][CH:3]([CH2:6][O:7][S:14]([C:11]2[CH:12]=[CH:13][C:8]([CH3:18])=[CH:9][CH:10]=2)(=[O:16])=[O:15])[CH2:2]1. The yield is 0.980. (3) The reactants are [OH:1][C:2]1[C:3](=[O:29])[C:4]([C:18]2[N:22]([C:23]3[CH:28]=[CH:27][CH:26]=[CH:25][CH:24]=3)[N:21]=[CH:20][CH:19]=2)=[N:5][N:6]([C:8]2[CH:13]=[CH:12][CH:11]=[C:10]([C:14]([F:17])([F:16])[F:15])[CH:9]=2)[CH:7]=1.I[CH2:31][CH3:32].C([O-])([O-])=O.[K+].[K+].O. The catalyst is CN(C=O)C. The product is [CH2:31]([O:1][C:2]1[C:3](=[O:29])[C:4]([C:18]2[N:22]([C:23]3[CH:24]=[CH:25][CH:26]=[CH:27][CH:28]=3)[N:21]=[CH:20][CH:19]=2)=[N:5][N:6]([C:8]2[CH:13]=[CH:12][CH:11]=[C:10]([C:14]([F:16])([F:15])[F:17])[CH:9]=2)[CH:7]=1)[CH3:32]. The yield is 0.880. (4) The reactants are Cl[CH2:2][C:3]([NH:5][C:6]1[CH:25]=[CH:24][C:9]2[N:10]=[C:11]([NH:14][CH2:15][CH2:16][O:17][C:18]3[CH:23]=[CH:22][CH:21]=[CH:20][CH:19]=3)[O:12][CH2:13][C:8]=2[CH:7]=1)=[O:4].[NH:26]1[CH2:31][CH2:30][O:29][CH2:28][CH2:27]1. No catalyst specified. The product is [N:26]1([CH2:2][C:3]([NH:5][C:6]2[CH:25]=[CH:24][C:9]3[N:10]=[C:11]([NH:14][CH2:15][CH2:16][O:17][C:18]4[CH:23]=[CH:22][CH:21]=[CH:20][CH:19]=4)[O:12][CH2:13][C:8]=3[CH:7]=2)=[O:4])[CH2:31][CH2:30][O:29][CH2:28][CH2:27]1. The yield is 1.00. (5) The reactants are C([NH:4][C:5]1[S:6][C:7]2[C:16]3[CH:15]=[CH:14][C:13]([C:17]([OH:19])=[O:18])=[CH:12][C:11]=3[NH:10][C:9](=[O:20])[C:8]=2[N:21]=1)(=O)C.Cl. The catalyst is O. The product is [NH2:4][C:5]1[S:6][C:7]2[C:16]3[CH:15]=[CH:14][C:13]([C:17]([OH:19])=[O:18])=[CH:12][C:11]=3[NH:10][C:9](=[O:20])[C:8]=2[N:21]=1. The yield is 0.860. (6) The reactants are Br[C:2]1[CH:7]=[CH:6][C:5]([O:8][CH2:9][O:10][CH3:11])=[C:4]([O:12][CH3:13])[CH:3]=1.[Li]CCCC.[B:19](OC)([O:22]C)[O:20]C.C(OCC)(=O)C. The catalyst is C1COCC1.CCCCCC. The product is [CH3:13][O:12][C:4]1[CH:3]=[C:2]([B:19]([OH:22])[OH:20])[CH:7]=[CH:6][C:5]=1[O:8][CH2:9][O:10][CH3:11]. The yield is 0.770. (7) The reactants are [CH2:1]=[C:2]1[CH2:5][CH:4]([C:6]#[N:7])[CH2:3]1.Cl[C:9]1[C:14]([F:15])=[CH:13][CH:12]=[CH:11][N:10]=1.C[Si]([N-][Si](C)(C)C)(C)C.[Na+]. The catalyst is C1(C)C=CC=CC=1. The product is [F:15][C:14]1[C:9]([C:4]2([C:6]#[N:7])[CH2:5][C:2](=[CH2:1])[CH2:3]2)=[N:10][CH:11]=[CH:12][CH:13]=1. The yield is 0.900. (8) The reactants are [Br:1][C:2]1[C:10]2[C:5](=[CH:6][CH:7]=[C:8]([C:11]([NH2:13])=O)[CH:9]=2)[N:4]([CH:14]2[CH2:19][CH2:18][CH2:17][CH2:16][O:15]2)[N:3]=1.[NH2:20]N.O.COC(OC)[N:26]([CH3:28])C. The yield is 0.790. No catalyst specified. The product is [Br:1][C:2]1[C:10]2[C:5](=[CH:6][CH:7]=[C:8]([C:11]3[N:26]=[CH:28][NH:20][N:13]=3)[CH:9]=2)[N:4]([CH:14]2[CH2:19][CH2:18][CH2:17][CH2:16][O:15]2)[N:3]=1.